From a dataset of Forward reaction prediction with 1.9M reactions from USPTO patents (1976-2016). Predict the product of the given reaction. (1) Given the reactants [OH:1][C:2]1[C:7]2=[CH:8][CH:9]=[C:10]3[C:19]([N:18]=[C:17]4[C:12]([CH:13]=[CH:14][CH:15]=[C:16]4[C:20]([OH:22])=[O:21])=[N:11]3)=[C:6]2[CH:5]=[CH:4][CH:3]=1.[OH-].[Na+].[CH2:25](Br)[C:26]1[CH:31]=[CH:30][CH:29]=[CH:28][CH:27]=1, predict the reaction product. The product is: [CH2:25]([O:1][C:2]1[C:7]2=[CH:8][CH:9]=[C:10]3[C:19]([N:18]=[C:17]4[C:12]([CH:13]=[CH:14][CH:15]=[C:16]4[C:20]([OH:22])=[O:21])=[N:11]3)=[C:6]2[CH:5]=[CH:4][CH:3]=1)[C:26]1[CH:31]=[CH:30][CH:29]=[CH:28][CH:27]=1. (2) Given the reactants [SH:1][C:2]1[CH:6]=[CH:5][N:4]([CH3:7])[N:3]=1.[NH2:8][C:9]1[CH:14]=[N:13][C:12]([CH3:15])=[CH:11][N:10]=1.Cl[C:17]1[C:18]2[N:26]=[C:25](Cl)[CH:24]=[CH:23][C:19]=2[N:20]=[CH:21][N:22]=1, predict the reaction product. The product is: [CH3:15][C:12]1[N:13]=[CH:14][C:9]([NH:8][C:17]2[C:18]3[N:26]=[C:25]([S:1][C:2]4[CH:6]=[CH:5][N:4]([CH3:7])[N:3]=4)[CH:24]=[CH:23][C:19]=3[N:20]=[CH:21][N:22]=2)=[N:10][CH:11]=1. (3) Given the reactants [CH2:1]([O:8][C:9]1[CH:13]=[C:12]([CH:14]=O)[N:11]([C:16]2[CH:21]=[CH:20][CH:19]=[CH:18][CH:17]=2)[N:10]=1)[C:2]1[CH:7]=[CH:6][CH:5]=[CH:4][CH:3]=1.C(OP([CH2:30][C:31]([O:33][CH2:34][CH3:35])=[O:32])(OCC)=O)C.CN(C)C=O.[H-].[Na+], predict the reaction product. The product is: [CH2:1]([O:8][C:9]1[CH:13]=[C:12](/[CH:14]=[CH:30]/[C:31]([O:33][CH2:34][CH3:35])=[O:32])[N:11]([C:16]2[CH:21]=[CH:20][CH:19]=[CH:18][CH:17]=2)[N:10]=1)[C:2]1[CH:7]=[CH:6][CH:5]=[CH:4][CH:3]=1.